Dataset: Forward reaction prediction with 1.9M reactions from USPTO patents (1976-2016). Task: Predict the product of the given reaction. (1) Given the reactants [CH:1]([C:3]1[CH:8]=[CH:7][C:6](B(O)O)=[CH:5][CH:4]=1)=[O:2].[C:12]12([C:22]3[CH:23]=[C:24](Br)[CH:25]=[CH:26][C:27]=3[O:28][Si:29]([C:32]([CH3:35])([CH3:34])[CH3:33])([CH3:31])[CH3:30])[CH2:21][CH:16]3[CH2:17][CH:18]([CH2:20][CH:14]([CH2:15]3)[CH2:13]1)[CH2:19]2.C(=O)([O-])[O-].[K+].[K+], predict the reaction product. The product is: [C:12]12([C:22]3[CH:23]=[C:24]([C:6]4[CH:7]=[CH:8][C:3]([CH:1]=[O:2])=[CH:4][CH:5]=4)[CH:25]=[CH:26][C:27]=3[O:28][Si:29]([C:32]([CH3:35])([CH3:34])[CH3:33])([CH3:30])[CH3:31])[CH2:13][CH:14]3[CH2:20][CH:18]([CH2:17][CH:16]([CH2:15]3)[CH2:21]1)[CH2:19]2. (2) Given the reactants Br[C:2]1[CH:3]=[CH:4][N:5]=[C:6]2[C:11]=1[N:10]=[C:9]([O:12][CH3:13])[CH:8]=[CH:7]2.COC1[N:17]=[C:18]2[C:23](=[CH:24][CH:25]=1)[N:22]=[CH:21][CH:20]=[C:19]2O.P(Br)(Br)Br.C[N:32](C=O)C, predict the reaction product. The product is: [CH3:13][O:12][C:9]1[N:10]=[C:11]2[C:6](=[CH:7][CH:8]=1)[N:5]=[CH:4][CH:3]=[C:2]2[N:22]1[CH:21]=[C:20]2[C:25]([CH2:24][CH2:23][CH:18]([NH2:17])[CH2:19]2)=[N:32]1. (3) Given the reactants [CH3:1][O:2][C:3](=[O:15])[CH2:4][C:5]1[C:13]2[C:8](=C[CH:10]=[CH:11][CH:12]=2)[NH:7][C:6]=1[CH3:14].[Na+].[I-].[H-].[Na+].Br[CH2:21][C:22]([C:24]1[CH:29]=[CH:28][C:27]([S:30]([CH3:33])(=[O:32])=[O:31])=[CH:26][CH:25]=1)=[O:23].CC[N:36](C(C)C)C(C)C, predict the reaction product. The product is: [CH3:1][O:2][C:3](=[O:15])[CH2:4][C:5]1[C:13]2[C:8](=[N:36][CH:10]=[CH:11][CH:12]=2)[N:7]([CH2:21][C:22]([C:24]2[CH:29]=[CH:28][C:27]([S:30]([CH3:33])(=[O:32])=[O:31])=[CH:26][CH:25]=2)=[O:23])[C:6]=1[CH3:14]. (4) Given the reactants [Al].[CH2:2](Br)[C:3]#[CH:4].[F:6][C:7]([F:27])([F:26])[C:8](=[O:25])[CH2:9][C:10]1([CH3:24])[C:19]2[C:14](=[CH:15][CH:16]=[C:17]([S:20]([CH3:23])(=[O:22])=[O:21])[CH:18]=2)[O:13][CH2:12][CH2:11]1, predict the reaction product. The product is: [F:27][C:7]([F:6])([F:26])[C:8]([CH2:9][C:10]1([CH3:24])[C:19]2[C:14](=[CH:15][CH:16]=[C:17]([S:20]([CH3:23])(=[O:21])=[O:22])[CH:18]=2)[O:13][CH2:12][CH2:11]1)([OH:25])[CH2:4][C:3]#[CH:2]. (5) Given the reactants [Cl:1][C:2]1[CH:3]=[N:4][CH:5]=[C:6]([Cl:9])[C:7]=1[CH3:8].Cl[C:11]1[C:20]2[C:15](=[C:16]([O:23][CH:24]3[CH2:28][CH2:27][CH2:26][CH2:25]3)[C:17]([O:21][CH3:22])=[CH:18][CH:19]=2)[N:14]=[CH:13][CH:12]=1, predict the reaction product. The product is: [CH:24]1([O:23][C:16]2[C:17]([O:21][CH3:22])=[CH:18][CH:19]=[C:20]3[C:15]=2[N:14]=[CH:13][CH:12]=[C:11]3[CH2:8][C:7]2[C:6]([Cl:9])=[CH:5][N:4]=[CH:3][C:2]=2[Cl:1])[CH2:25][CH2:26][CH2:27][CH2:28]1. (6) Given the reactants [CH3:1][C:2]1[S:3][C:4]([C:31]2[CH:32]=[C:33]([CH3:37])[CH:34]=[CH:35][CH:36]=2)=[C:5]([C:7]([N:9]2[CH2:16][C@H:15]3[C@H:11]([CH2:12][C:13]([F:18])([F:17])[CH2:14]3)[C@H:10]2[CH2:19][N:20]2C(=O)C3C(=CC=CC=3)C2=O)=[O:8])[N:6]=1.O.NN, predict the reaction product. The product is: [NH2:20][CH2:19][C@H:10]1[N:9]([C:7]([C:5]2[N:6]=[C:2]([CH3:1])[S:3][C:4]=2[C:31]2[CH:32]=[C:33]([CH3:37])[CH:34]=[CH:35][CH:36]=2)=[O:8])[CH2:16][C@H:15]2[C@@H:11]1[CH2:12][C:13]([F:18])([F:17])[CH2:14]2. (7) Given the reactants [CH2:1]([O:3][C:4](=[O:16])[C:5]1[CH:10]=[C:9]([Cl:11])[N:8]=[C:7]([NH:12][C:13](=[O:15])[CH3:14])[CH:6]=1)[CH3:2].C(=O)([O-])[O-].[K+].[K+].[CH2:23](Br)[CH:24]=[CH2:25], predict the reaction product. The product is: [CH2:1]([O:3][C:4](=[O:16])[C:5]1[CH:10]=[C:9]([Cl:11])[N:8]=[C:7]([N:12]([C:13](=[O:15])[CH3:14])[CH2:25][CH:24]=[CH2:23])[CH:6]=1)[CH3:2]. (8) The product is: [Br:1][C:2]1[CH:14]=[CH:13][C:12]([C:15](=[O:17])[NH2:16])=[C:11]2[C:3]=1[C:4]1[CH:5]=[CH:6][C:7]([C:18]([OH:20])=[O:19])=[CH:8][C:9]=1[NH:10]2. Given the reactants [Br:1][C:2]1[CH:14]=[CH:13][C:12]([C:15](=[O:17])[NH2:16])=[C:11]2[C:3]=1[C:4]1[CH:5]=[CH:6][C:7]([C:18]([O:20]CC)=[O:19])=[CH:8][C:9]=1[NH:10]2.O.[OH-].[Li+], predict the reaction product.